From a dataset of Reaction yield outcomes from USPTO patents with 853,638 reactions. Predict the reaction yield, written as a fraction of the theoretical maximum amount of product (1.0 means a 100% yield; for example, 0.34 means a 34% yield). (1) The reactants are [Cl:1][C:2]1[C:3]([O:21][CH2:22][CH:23]([O:26][CH3:27])[O:24][CH3:25])=[CH:4][CH:5]=[C:6]2[C:11]=1[N:10]=[C:9]([C:12]1[N:13]=[C:14]([CH:17]([CH3:19])[CH3:18])[S:15][CH:16]=1)[CH:8]=[C:7]2O.O=P(Cl)(Cl)[Cl:30].CO.C([O-])(O)=O.[Na+]. The catalyst is N1C=CC=CC=1. The product is [Cl:30][C:7]1[C:6]2[C:11](=[C:2]([Cl:1])[C:3]([O:21][CH2:22][CH:23]([O:26][CH3:27])[O:24][CH3:25])=[CH:4][CH:5]=2)[N:10]=[C:9]([C:12]2[N:13]=[C:14]([CH:17]([CH3:19])[CH3:18])[S:15][CH:16]=2)[CH:8]=1. The yield is 0.490. (2) The reactants are [Br:1][C:2]1[C:3](Cl)=[C:4]2[C:10]([C:11]3[CH:16]=[CH:15][CH:14]=[CH:13][C:12]=3[CH2:17][CH2:18][OH:19])=[CH:9][N:8](COCC[Si](C)(C)C)[C:5]2=[N:6][CH:7]=1.[H-].[Na+]. The catalyst is CN(C=O)C. The product is [Br:1][C:2]1[CH:7]=[N:6][C:5]2[NH:8][CH:9]=[C:10]3[C:11]4[CH:16]=[CH:15][CH:14]=[CH:13][CH2:12][CH2:17][C:18]=4[O:19][C:3]=1[C:4]=23. The yield is 0.230. (3) The reactants are C(O[C:4](=[O:17])[CH2:5][O:6][C:7]1[C:8]([N+:14]([O-])=O)=[N:9][C:10](Br)=[CH:11][CH:12]=1)C.BrC1N=C([N+]([O-])=O)[C:22]([OH:28])=CC=1.C([O-])([O-])=O.[K+].[K+].BrCC(OCC)=O. The catalyst is CC(C)=O.CCOCC. The product is [O:17]=[C:4]1[CH2:5][O:6][C:7]2[CH:12]=[CH:11][C:10]([CH:22]=[O:28])=[N:9][C:8]=2[NH:14]1. The yield is 0.740. (4) The reactants are C[Al](C)C.[CH3:5][O:6][C:7]1[CH:8]=[C:9]([CH2:15][CH2:16][C:17]2[CH:18]=[C:19]([NH2:22])[NH:20][N:21]=2)[CH:10]=[C:11]([O:13][CH3:14])[CH:12]=1.[CH3:23][N:24]1[CH2:29][CH2:28][CH:27]([C:30]2[N:35]=[CH:34][C:33]([C:36](OC)=[O:37])=[CH:32][N:31]=2)[CH2:26][CH2:25]1.Cl. The catalyst is C1(C)C=CC=CC=1.CO. The product is [CH3:14][O:13][C:11]1[CH:10]=[C:9]([CH2:15][CH2:16][C:17]2[CH:18]=[C:19]([NH:22][C:36]([C:33]3[CH:34]=[N:35][C:30]([CH:27]4[CH2:28][CH2:29][N:24]([CH3:23])[CH2:25][CH2:26]4)=[N:31][CH:32]=3)=[O:37])[NH:20][N:21]=2)[CH:8]=[C:7]([O:6][CH3:5])[CH:12]=1. The yield is 0.390. (5) The reactants are [CH:1]1([C:7]2[C:8]3[CH:24]=[CH:23][C:22]([C:25](Cl)=[O:26])=[CH:21][C:9]=3[N:10]3[C:16]=2[C:15]2[CH:17]=[CH:18][CH:19]=[CH:20][C:14]=2[O:13][CH2:12][CH2:11]3)[CH2:6][CH2:5][CH2:4][CH2:3][CH2:2]1.[NH2:28][C@@H:29]([CH2:34][C:35]1[CH:40]=[CH:39][C:38]([OH:41])=[CH:37][CH:36]=1)[C:30]([O:32][CH3:33])=[O:31].Cl. The catalyst is C(Cl)(Cl)Cl. The product is [CH:1]1([C:7]2[C:8]3[CH:24]=[CH:23][C:22]([C:25]([NH:28][C@@H:29]([CH2:34][C:35]4[CH:36]=[CH:37][C:38]([OH:41])=[CH:39][CH:40]=4)[C:30]([O:32][CH3:33])=[O:31])=[O:26])=[CH:21][C:9]=3[N:10]3[C:16]=2[C:15]2[CH:17]=[CH:18][CH:19]=[CH:20][C:14]=2[O:13][CH2:12][CH2:11]3)[CH2:6][CH2:5][CH2:4][CH2:3][CH2:2]1. The yield is 0.820. (6) The reactants are CC(O)(C)C.[CH3:6][O:7][C:8]([CH3:13])=[CH:9][C:10](=O)[CH3:11].Br[C:15]1[CH:20]=[CH:19][CH:18]=[CH:17][CH:16]=1.Cl. The catalyst is C1COCC1. The product is [CH3:6][O:7][C:8]1[CH:13]=[C:17]([CH3:18])[C:16]2[C:10]([CH:9]=1)=[CH:11][CH:19]=[CH:20][CH:15]=2. The yield is 0.370. (7) The reactants are C(OC([N:8]1[CH2:13][CH2:12][CH2:11][CH:10]([NH:14][C:15]([C:17]2[S:18][CH:19]=[CH:20][C:21]=2[NH:22][C:23]2[C:24]3[CH:31]=[CH:30][NH:29][C:25]=3[N:26]=[CH:27][N:28]=2)=[O:16])[CH2:9]1)=O)(C)(C)C.FC(F)(F)C(O)=O. The catalyst is ClCCl. The product is [NH:8]1[CH2:13][CH2:12][CH2:11][CH:10]([NH:14][C:15]([C:17]2[S:18][CH:19]=[CH:20][C:21]=2[NH:22][C:23]2[C:24]3[CH:31]=[CH:30][NH:29][C:25]=3[N:26]=[CH:27][N:28]=2)=[O:16])[CH2:9]1. The yield is 0.130. (8) The reactants are O.[NH2:2][NH2:3].[C:4]([C:7]1[CH:12]=[CH:11][C:10]([N:13]2[CH2:17][CH2:16][N:15]([C:18]3[CH:19]=[N:20][CH:21]=[CH:22][C:23]=3[CH3:24])[C:14]2=[O:25])=[CH:9][C:8]=1F)(=O)[CH3:5].CO. The catalyst is C(Cl)(Cl)Cl. The product is [CH3:5][C:4]1[C:7]2[C:8](=[CH:9][C:10]([N:13]3[CH2:17][CH2:16][N:15]([C:18]4[CH:19]=[N:20][CH:21]=[CH:22][C:23]=4[CH3:24])[C:14]3=[O:25])=[CH:11][CH:12]=2)[NH:3][N:2]=1. The yield is 0.645.